This data is from NCI-60 drug combinations with 297,098 pairs across 59 cell lines. The task is: Regression. Given two drug SMILES strings and cell line genomic features, predict the synergy score measuring deviation from expected non-interaction effect. (1) Drug 1: CC1C(C(CC(O1)OC2CC(CC3=C2C(=C4C(=C3O)C(=O)C5=C(C4=O)C(=CC=C5)OC)O)(C(=O)CO)O)N)O.Cl. Drug 2: C1=C(C(=O)NC(=O)N1)N(CCCl)CCCl. Cell line: EKVX. Synergy scores: CSS=15.3, Synergy_ZIP=-7.99, Synergy_Bliss=-7.78, Synergy_Loewe=-2.43, Synergy_HSA=-2.09. (2) Drug 2: COCCOC1=C(C=C2C(=C1)C(=NC=N2)NC3=CC=CC(=C3)C#C)OCCOC.Cl. Cell line: DU-145. Synergy scores: CSS=26.9, Synergy_ZIP=-7.38, Synergy_Bliss=1.28, Synergy_Loewe=-9.14, Synergy_HSA=2.03. Drug 1: CC1=C(N=C(N=C1N)C(CC(=O)N)NCC(C(=O)N)N)C(=O)NC(C(C2=CN=CN2)OC3C(C(C(C(O3)CO)O)O)OC4C(C(C(C(O4)CO)O)OC(=O)N)O)C(=O)NC(C)C(C(C)C(=O)NC(C(C)O)C(=O)NCCC5=NC(=CS5)C6=NC(=CS6)C(=O)NCCC[S+](C)C)O.